Dataset: NCI-60 drug combinations with 297,098 pairs across 59 cell lines. Task: Regression. Given two drug SMILES strings and cell line genomic features, predict the synergy score measuring deviation from expected non-interaction effect. (1) Drug 1: CNC(=O)C1=CC=CC=C1SC2=CC3=C(C=C2)C(=NN3)C=CC4=CC=CC=N4. Drug 2: CCC1=C2CN3C(=CC4=C(C3=O)COC(=O)C4(CC)O)C2=NC5=C1C=C(C=C5)O. Cell line: NCIH23. Synergy scores: CSS=32.0, Synergy_ZIP=1.90, Synergy_Bliss=1.53, Synergy_Loewe=-35.1, Synergy_HSA=0.490. (2) Drug 1: CC(CN1CC(=O)NC(=O)C1)N2CC(=O)NC(=O)C2. Drug 2: COCCOC1=C(C=C2C(=C1)C(=NC=N2)NC3=CC=CC(=C3)C#C)OCCOC.Cl. Cell line: MCF7. Synergy scores: CSS=12.9, Synergy_ZIP=-6.84, Synergy_Bliss=-1.83, Synergy_Loewe=-2.74, Synergy_HSA=-1.02. (3) Drug 1: CN(C)C1=NC(=NC(=N1)N(C)C)N(C)C. Drug 2: CCC1(C2=C(COC1=O)C(=O)N3CC4=CC5=C(C=CC(=C5CN(C)C)O)N=C4C3=C2)O.Cl. Cell line: SNB-19. Synergy scores: CSS=22.0, Synergy_ZIP=1.30, Synergy_Bliss=2.66, Synergy_Loewe=-37.1, Synergy_HSA=1.27. (4) Drug 1: CN(CCCl)CCCl.Cl. Cell line: RPMI-8226. Drug 2: N.N.Cl[Pt+2]Cl. Synergy scores: CSS=73.0, Synergy_ZIP=-0.0968, Synergy_Bliss=0.216, Synergy_Loewe=-2.17, Synergy_HSA=5.90. (5) Drug 1: C1=NC2=C(N1)C(=S)N=CN2. Drug 2: C1CN(P(=O)(OC1)NCCCl)CCCl. Cell line: A549. Synergy scores: CSS=20.7, Synergy_ZIP=-5.19, Synergy_Bliss=2.53, Synergy_Loewe=-20.9, Synergy_HSA=1.65.